Dataset: Forward reaction prediction with 1.9M reactions from USPTO patents (1976-2016). Task: Predict the product of the given reaction. (1) Given the reactants [H-].[Na+].[CH2:3]([O:10][C:11]([C:13]1([CH:21]([OH:23])[CH3:22])[CH2:18][O:17][C:16]([CH3:20])([CH3:19])[CH2:15][O:14]1)=[O:12])[C:4]1[CH:9]=[CH:8][CH:7]=[CH:6][CH:5]=1.C1C(Cl)=CN=C(N([S:32]([C:35]([F:38])([F:37])[F:36])(=[O:34])=[O:33])[S:32]([C:35]([F:38])([F:37])[F:36])(=[O:34])=[O:33])C=1.[Cl-].[NH4+], predict the reaction product. The product is: [CH2:3]([O:10][C:11]([C:13]1([CH:21]([O:23][S:32]([C:35]([F:38])([F:37])[F:36])(=[O:34])=[O:33])[CH3:22])[CH2:18][O:17][C:16]([CH3:19])([CH3:20])[CH2:15][O:14]1)=[O:12])[C:4]1[CH:9]=[CH:8][CH:7]=[CH:6][CH:5]=1. (2) Given the reactants C(OC(NC[C@H](F)CC1CCC2CC3CCC=NC=3C3=NN(C(OC(C)(C)C)=O)C(C)C23C1=O)=O)(C)(C)C.[NH2:39][CH2:40][C@H:41]([F:62])[CH2:42][N:43]1[C:52]2[CH:51]=[C:50]3[CH2:53][CH2:54][CH2:55][CH2:56][C:49]3=[CH:48][C:47]=2[C:46]2=[N:57][NH:58][C:59]([CH3:60])=[C:45]2[C:44]1=[O:61].Cl, predict the reaction product. The product is: [NH2:39][CH2:40][C@@H:41]([F:62])[CH2:42][N:43]1[C:52]2[CH:51]=[C:50]3[CH2:53][CH2:54][CH2:55][CH2:56][C:49]3=[CH:48][C:47]=2[C:46]2=[N:57][NH:58][C:59]([CH3:60])=[C:45]2[C:44]1=[O:61].[NH2:39][CH2:40][C@H:41]([F:62])[CH2:42][N:43]1[C:52]2[CH:51]=[C:50]3[CH2:53][CH2:54][CH2:55][CH2:56][C:49]3=[CH:48][C:47]=2[C:46]2=[N:57][NH:58][C:59]([CH3:60])=[C:45]2[C:44]1=[O:61]. (3) The product is: [F:1][C:2]([F:37])([F:38])[C:3]1[CH:4]=[C:5]([CH2:13][O:14][CH:15]2[CH2:19][CH2:18][CH:17]([N:20]([C:21]([O:23][CH2:24][C:25]3[CH:26]=[CH:27][CH:28]=[CH:29][CH:30]=3)=[O:22])[CH3:40])[CH:16]2[C:31]2[CH:36]=[CH:35][CH:34]=[CH:33][CH:32]=2)[CH:6]=[C:7]([C:9]([F:10])([F:11])[F:12])[CH:8]=1. Given the reactants [F:1][C:2]([F:38])([F:37])[C:3]1[CH:4]=[C:5]([CH2:13][O:14][CH:15]2[CH2:19][CH2:18][CH:17]([NH:20][C:21]([O:23][CH2:24][C:25]3[CH:30]=[CH:29][CH:28]=[CH:27][CH:26]=3)=[O:22])[CH:16]2[C:31]2[CH:36]=[CH:35][CH:34]=[CH:33][CH:32]=2)[CH:6]=[C:7]([C:9]([F:12])([F:11])[F:10])[CH:8]=1.I[CH3:40].[H-].[Na+], predict the reaction product. (4) Given the reactants C(N(C(C)C)CC)(C)C.CN(C(ON1N=NC2C=CC=NC1=2)=[N+](C)C)C.F[P-](F)(F)(F)(F)F.[Cl:34][C:35]1[C:39]([Cl:40])=[C:38]([CH3:41])[NH:37][C:36]=1[C:42](NC1CCN(C2C=C(C3N=CON=3)C=C(Cl)N=2)CC1)=[O:43].Cl.[NH2:64][CH:65]1[CH2:70][CH2:69][N:68]([C:71]2[N:76]=[C:75]([S:77][CH3:78])[N:74]=[C:73]([NH2:79])[CH:72]=2)[CH2:67][CH2:66]1, predict the reaction product. The product is: [NH2:79][C:73]1[N:74]=[C:75]([S:77][CH3:78])[N:76]=[C:71]([N:68]2[CH2:69][CH2:70][CH:65]([NH:64][C:42]([C:36]3[NH:37][C:38]([CH3:41])=[C:39]([Cl:40])[C:35]=3[Cl:34])=[O:43])[CH2:66][CH2:67]2)[CH:72]=1. (5) Given the reactants [CH2:1]1[C:9]2[C:4](=[CH:5][CH:6]=[CH:7][CH:8]=2)[CH2:3][CH:2]1[NH:10][S:11]([CH:14]([CH3:16])[CH3:15])(=[O:13])=[O:12].S(=O)(=O)(O)O.[I:22](O)(=O)(=O)=O.II, predict the reaction product. The product is: [I:22][C:6]1[CH:5]=[C:4]2[C:9](=[CH:8][CH:7]=1)[CH2:1][CH:2]([NH:10][S:11]([CH:14]([CH3:16])[CH3:15])(=[O:13])=[O:12])[CH2:3]2. (6) Given the reactants [F:1][C:2]1[CH:16]=[CH:15][C:5]([C:6]([NH:8][CH:9]([CH:13]=[CH2:14])[C:10]([OH:12])=[O:11])=[O:7])=[C:4]([C:17]([F:20])([F:19])[F:18])[CH:3]=1.S(Cl)(Cl)=O.[CH3:25]O, predict the reaction product. The product is: [F:1][C:2]1[CH:16]=[CH:15][C:5]([C:6]([NH:8][CH:9]([CH:13]=[CH2:14])[C:10]([O:12][CH3:25])=[O:11])=[O:7])=[C:4]([C:17]([F:18])([F:19])[F:20])[CH:3]=1. (7) Given the reactants [Cl:1][C:2]1[CH:7]=[CH:6][C:5]([CH:8]=[CH2:9])=[CH:4][N:3]=1.FC(F)(F)C([NH2:14])=O.BrN1C(=O)CCC1=O.C(=O)(O)[O-].[Na+].[CH3:30][N:31]([CH3:34])[C:32]#[N:33], predict the reaction product. The product is: [Cl:1][C:2]1[N:3]=[CH:4][C:5]([CH:8]2[CH2:9][NH:14][C:32]([N:31]([CH3:34])[CH3:30])=[N:33]2)=[CH:6][CH:7]=1.